From a dataset of Catalyst prediction with 721,799 reactions and 888 catalyst types from USPTO. Predict which catalyst facilitates the given reaction. (1) Reactant: [CH3:1][C:2]1[CH:8]=[CH:7][CH:6]=[CH:5][C:3]=1[NH2:4].Br[CH2:10][C:11]1[CH:20]=[CH:19][C:18]2[C:13](=[CH:14][CH:15]=[CH:16][CH:17]=2)[C:12]=1[B:21]1[O:25][C:24]([CH3:27])([CH3:26])[C:23]([CH3:29])([CH3:28])[O:22]1.C([O-])([O-])=O.[K+].[K+].O. Product: [CH3:1][C:2]1[CH:8]=[CH:7][CH:6]=[CH:5][C:3]=1[NH:4][CH2:10][C:11]1[CH:20]=[CH:19][C:18]2[C:13](=[CH:14][CH:15]=[CH:16][CH:17]=2)[C:12]=1[B:21]1[O:25][C:24]([CH3:27])([CH3:26])[C:23]([CH3:29])([CH3:28])[O:22]1. The catalyst class is: 3. (2) Reactant: P([O-])([O-])([O-])=O.[Na+].[Na+].[Na+].[Na+].[Cl-].[CH:11]1[C:16](N=C=S)=[CH:15][C:14]2[C:20]([O:22][C:23]3([C:33]4[CH:34]=[CH:35][C:36]([OH:38])=[CH:37][C:32]=4[O:31][C:25]4[CH:26]=[C:27]([OH:30])[CH:28]=[CH:29][C:24]3=4)[C:13]=2[CH:12]=1)=[O:21]. Product: [CH:11]1[CH:16]=[CH:15][C:14]([C:20]([OH:22])=[O:21])=[C:13]([C:23]2[C:24]3[CH:29]=[CH:28][C:27]([OH:30])=[CH:26][C:25]=3[O:31][C:32]3[C:33]=2[CH:34]=[CH:35][C:36]([CH:37]=3)=[O:38])[CH:12]=1. The catalyst class is: 16. (3) Reactant: [CH2:1]([O:8][C@H:9]([C@H:12]([C@H:21]([C@@H:30]([CH2:32][O:33][CH2:34][C:35]1[CH:40]=[CH:39][CH:38]=[CH:37][CH:36]=1)[OH:31])[O:22][CH2:23][C:24]1[CH:29]=[CH:28][CH:27]=[CH:26][CH:25]=1)[O:13][CH2:14][C:15]1[CH:20]=[CH:19][CH:18]=[CH:17][CH:16]=1)[CH2:10][OH:11])[C:2]1[CH:7]=[CH:6][CH:5]=[CH:4][CH:3]=1.[S:41](Cl)([CH3:44])(=[O:43])=[O:42]. Product: [CH2:1]([O:8][C@H:9]([C@H:12]([C@H:21]([C@@H:30]([CH2:32][O:33][CH2:34][C:35]1[CH:36]=[CH:37][CH:38]=[CH:39][CH:40]=1)[O:31][S:41]([CH3:44])(=[O:43])=[O:42])[O:22][CH2:23][C:24]1[CH:25]=[CH:26][CH:27]=[CH:28][CH:29]=1)[O:13][CH2:14][C:15]1[CH:20]=[CH:19][CH:18]=[CH:17][CH:16]=1)[CH2:10][O:11][S:41]([CH3:44])(=[O:43])=[O:42])[C:2]1[CH:3]=[CH:4][CH:5]=[CH:6][CH:7]=1. The catalyst class is: 17.